Dataset: Full USPTO retrosynthesis dataset with 1.9M reactions from patents (1976-2016). Task: Predict the reactants needed to synthesize the given product. Given the product [F:22][C:23]1[CH:24]=[CH:25][C:26]([CH:29]=[C:30]([C:4]2[CH:3]=[C:2]([CH3:1])[C:11]3[O:10][CH2:9][C:8](=[O:12])[NH:7][C:6]=3[CH:5]=2)[CH:31]=[O:32])=[CH:27][CH:28]=1, predict the reactants needed to synthesize it. The reactants are: [CH3:1][C:2]1[C:11]2[O:10][CH2:9][C:8](=[O:12])[NH:7][C:6]=2[CH:5]=[C:4](B2OC(C)(C)C(C)(C)O2)[CH:3]=1.[F:22][C:23]1[CH:28]=[CH:27][C:26]([CH:29]=[C:30](I)[CH:31]=[O:32])=[CH:25][CH:24]=1.C(=O)([O-])[O-].[Cs+].[Cs+].